Dataset: Full USPTO retrosynthesis dataset with 1.9M reactions from patents (1976-2016). Task: Predict the reactants needed to synthesize the given product. (1) The reactants are: [OH-].[Na+].C[O:4][C:5](=[O:31])[C:6]1[CH:11]=[CH:10][C:9]([O:12][C:13]2[C:14]3[CH2:30][CH2:29][CH2:28][C:15]=3[N:16]=[C:17]([C:19]3[CH:24]=[CH:23][C:22]([O:25][CH3:26])=[C:21]([F:27])[CH:20]=3)[N:18]=2)=[CH:8][CH:7]=1.O1CCOCC1.Cl. Given the product [F:27][C:21]1[CH:20]=[C:19]([C:17]2[N:18]=[C:13]([O:12][C:9]3[CH:8]=[CH:7][C:6]([C:5]([OH:31])=[O:4])=[CH:11][CH:10]=3)[C:14]3[CH2:30][CH2:29][CH2:28][C:15]=3[N:16]=2)[CH:24]=[CH:23][C:22]=1[O:25][CH3:26], predict the reactants needed to synthesize it. (2) Given the product [CH3:6][O:7][C:8]1[CH:9]=[C:10]([CH:11]=[CH:2][CH3:3])[CH:13]=[C:14]([O:16][CH3:17])[CH:15]=1, predict the reactants needed to synthesize it. The reactants are: [Li][CH2:2][CH2:3]CC.[CH3:6][O:7][C:8]1[CH:9]=[C:10]([CH:13]=[C:14]([O:16][CH3:17])[CH:15]=1)[CH:11]=O.